This data is from NCI-60 drug combinations with 297,098 pairs across 59 cell lines. The task is: Regression. Given two drug SMILES strings and cell line genomic features, predict the synergy score measuring deviation from expected non-interaction effect. Drug 1: CC1C(C(CC(O1)OC2CC(CC3=C2C(=C4C(=C3O)C(=O)C5=C(C4=O)C(=CC=C5)OC)O)(C(=O)C)O)N)O.Cl. Drug 2: C1=CC=C(C(=C1)C(C2=CC=C(C=C2)Cl)C(Cl)Cl)Cl. Cell line: OVCAR3. Synergy scores: CSS=21.5, Synergy_ZIP=-5.85, Synergy_Bliss=1.93, Synergy_Loewe=-25.5, Synergy_HSA=0.672.